This data is from Peptide-MHC class I binding affinity with 185,985 pairs from IEDB/IMGT. The task is: Regression. Given a peptide amino acid sequence and an MHC pseudo amino acid sequence, predict their binding affinity value. This is MHC class I binding data. The peptide sequence is QPWTPVSSF. The MHC is HLA-B35:01 with pseudo-sequence HLA-B35:01. The binding affinity (normalized) is 0.472.